This data is from NCI-60 drug combinations with 297,098 pairs across 59 cell lines. The task is: Regression. Given two drug SMILES strings and cell line genomic features, predict the synergy score measuring deviation from expected non-interaction effect. (1) Drug 1: CN(C)C1=NC(=NC(=N1)N(C)C)N(C)C. Drug 2: CC1C(C(CC(O1)OC2CC(CC3=C2C(=C4C(=C3O)C(=O)C5=CC=CC=C5C4=O)O)(C(=O)C)O)N)O. Cell line: U251. Synergy scores: CSS=37.6, Synergy_ZIP=-1.60, Synergy_Bliss=-2.92, Synergy_Loewe=-22.2, Synergy_HSA=0.207. (2) Drug 1: C1=C(C(=O)NC(=O)N1)F. Drug 2: C1CCC(C(C1)N)N.C(=O)(C(=O)[O-])[O-].[Pt+4]. Cell line: IGROV1. Synergy scores: CSS=47.3, Synergy_ZIP=8.16, Synergy_Bliss=7.51, Synergy_Loewe=8.63, Synergy_HSA=10.8.